From a dataset of Forward reaction prediction with 1.9M reactions from USPTO patents (1976-2016). Predict the product of the given reaction. (1) Given the reactants [CH2:1]([N:8]1[CH2:13][CH2:12][N:11]([C:14]([C:16]2[CH:20]=[C:19]([CH3:21])[N:18]([C:22]3[CH:27]=[CH:26][CH:25]=[CH:24][CH:23]=3)[C:17]=2[C:28]2[CH:33]=[CH:32][CH:31]=[CH:30][CH:29]=2)=[O:15])[C@H:10]([CH2:34][C:35]2[CH:47]=[CH:46][C:38]([O:39][CH2:40][C:41]([O:43]CC)=[O:42])=[CH:37][CH:36]=2)[CH2:9]1)[C:2]1[CH:7]=[CH:6][CH:5]=[CH:4][CH:3]=1.[OH-].[Na+], predict the reaction product. The product is: [CH2:1]([N:8]1[CH2:13][CH2:12][N:11]([C:14]([C:16]2[CH:20]=[C:19]([CH3:21])[N:18]([C:22]3[CH:27]=[CH:26][CH:25]=[CH:24][CH:23]=3)[C:17]=2[C:28]2[CH:33]=[CH:32][CH:31]=[CH:30][CH:29]=2)=[O:15])[C@H:10]([CH2:34][C:35]2[CH:36]=[CH:37][C:38]([O:39][CH2:40][C:41]([OH:43])=[O:42])=[CH:46][CH:47]=2)[CH2:9]1)[C:2]1[CH:7]=[CH:6][CH:5]=[CH:4][CH:3]=1. (2) Given the reactants [N+:1]([C:4]1[CH:5]=[CH:6][C:7]([O:10][C:11]2[C:16]3[C:17]([CH3:21])([CH3:20])[CH2:18][O:19][C:15]=3[C:14]([CH3:22])=[CH:13][CH:12]=2)=[N:8][CH:9]=1)([O-])=O, predict the reaction product. The product is: [CH3:20][C:17]1([CH3:21])[C:16]2[C:11]([O:10][C:7]3[N:8]=[CH:9][C:4]([NH2:1])=[CH:5][CH:6]=3)=[CH:12][CH:13]=[C:14]([CH3:22])[C:15]=2[O:19][CH2:18]1. (3) The product is: [O:15]1[CH2:20][CH2:19][CH:18]([NH:21][C:12]([C:4]2[C:3]3[C:7](=[C:8]([CH3:11])[CH:9]=[CH:10][C:2]=3[F:1])[NH:6][CH:5]=2)=[O:14])[CH2:17][CH2:16]1. Given the reactants [F:1][C:2]1[CH:10]=[CH:9][C:8]([CH3:11])=[C:7]2[C:3]=1[C:4]([C:12]([OH:14])=O)=[CH:5][NH:6]2.[O:15]1[CH2:20][CH2:19][CH:18]([NH2:21])[CH2:17][CH2:16]1, predict the reaction product. (4) Given the reactants Br[C:2]1[CH:3]=[N:4][C:5]2[NH:11][CH2:10][CH2:9][CH2:8][N:7]([CH2:12][C:13]3[C:18]([F:19])=[CH:17][CH:16]=[C:15]([F:20])[C:14]=3[Cl:21])[C:6]=2[N:22]=1.[OH:23][CH2:24][CH2:25][N:26]1[CH2:31][CH2:30][N:29]([C:32]([C:34]2[CH:35]=[C:36](B(O)O)[CH:37]=[CH:38][CH:39]=2)=[O:33])[CH2:28][CH2:27]1, predict the reaction product. The product is: [Cl:21][C:14]1[C:15]([F:20])=[CH:16][CH:17]=[C:18]([F:19])[C:13]=1[CH2:12][N:7]1[CH2:8][CH2:9][CH2:10][NH:11][C:5]2[N:4]=[CH:3][C:2]([C:38]3[CH:39]=[C:34]([C:32]([N:29]4[CH2:28][CH2:27][N:26]([CH2:25][CH2:24][OH:23])[CH2:31][CH2:30]4)=[O:33])[CH:35]=[CH:36][CH:37]=3)=[N:22][C:6]1=2.